Dataset: Catalyst prediction with 721,799 reactions and 888 catalyst types from USPTO. Task: Predict which catalyst facilitates the given reaction. (1) Reactant: [CH3:1][C:2]1[O:6][N:5]=[C:4]([C:7]([NH:9][C@@H:10]2[C:24](=[O:25])[N:23]3[CH2:26][C@H:27]([O:29][C:30]4[N:31]=[C:32]5[C:37](=[C:38]6[C:43]=4[CH:42]=[CH:41][CH:40]=[CH:39]6)[CH:36]=[CH:35][CH:34]=[CH:33]5)[CH2:28][C@H:22]3[C:21](=[O:44])[NH:20][C@:19]3([C:46]([OH:48])=[O:47])[CH2:45][C@H:18]3[CH:17]=[CH:16][CH2:15][CH2:14][CH2:13][CH2:12][CH2:11]2)=[O:8])[CH:3]=1.[C:49](OC(O[C:49]([CH3:52])([CH3:51])[CH3:50])N(C)C)([CH3:52])([CH3:51])[CH3:50]. Product: [CH3:1][C:2]1[O:6][N:5]=[C:4]([C:7]([NH:9][C@@H:10]2[C:24](=[O:25])[N:23]3[CH2:26][C@H:27]([O:29][C:30]4[N:31]=[C:32]5[C:37](=[C:38]6[C:43]=4[CH:42]=[CH:41][CH:40]=[CH:39]6)[CH:36]=[CH:35][CH:34]=[CH:33]5)[CH2:28][C@H:22]3[C:21](=[O:44])[NH:20][C@:19]3([C:46]([O:48][C:49]([CH3:52])([CH3:51])[CH3:50])=[O:47])[CH2:45][C@H:18]3[CH:17]=[CH:16][CH2:15][CH2:14][CH2:13][CH2:12][CH2:11]2)=[O:8])[CH:3]=1. The catalyst class is: 11. (2) Reactant: Br[CH2:2][C:3]1[CH:8]=[CH:7][C:6]([C:9]2[C:10]3[NH:14][C:13]([C:15]([C:51]4[C:56]([CH3:57])=[CH:55][C:54]([CH3:58])=[CH:53][C:52]=4[CH3:59])=[C:16]4[N:50]=[C:19]([C:20]([C:41]5[C:46]([CH3:47])=[CH:45][C:44]([CH3:48])=[CH:43][C:42]=5[CH3:49])=[C:21]5[NH:40][C:24](=[C:25]([C:31]6[C:36]([CH3:37])=[CH:35][C:34]([CH3:38])=[CH:33][C:32]=6[CH3:39])[C:26]6[CH:27]=[CH:28][C:29]=2[N:30]=6)[CH:23]=[CH:22]5)[CH:18]=[CH:17]4)=[CH:12][CH:11]=3)=[CH:5][CH:4]=1.[CH3:60][O:61][P:62]([O:65]C)[O:63][CH3:64]. Product: [CH3:60][O:61][P:62]([CH2:2][C:3]1[CH:8]=[CH:7][C:6]([C:9]2[C:10]3[NH:14][C:13]([C:15]([C:51]4[C:56]([CH3:57])=[CH:55][C:54]([CH3:58])=[CH:53][C:52]=4[CH3:59])=[C:16]4[N:50]=[C:19]([C:20]([C:41]5[C:46]([CH3:47])=[CH:45][C:44]([CH3:48])=[CH:43][C:42]=5[CH3:49])=[C:21]5[NH:40][C:24](=[C:25]([C:31]6[C:36]([CH3:37])=[CH:35][C:34]([CH3:38])=[CH:33][C:32]=6[CH3:39])[C:26]6[CH:27]=[CH:28][C:29]=2[N:30]=6)[CH:23]=[CH:22]5)[CH:18]=[CH:17]4)=[CH:12][CH:11]=3)=[CH:5][CH:4]=1)([O:63][CH3:64])=[O:65]. The catalyst class is: 11. (3) Reactant: CON(C)[C:4]([C:6]1[CH:7]=[N:8][C:9]([C:12]([F:15])([F:14])[F:13])=[CH:10][CH:11]=1)=[O:5].[CH3:17][Mg]Br.C([O-])(O)=O.[Na+]. Product: [F:13][C:12]([F:15])([F:14])[C:9]1[N:8]=[CH:7][C:6]([C:4](=[O:5])[CH3:17])=[CH:11][CH:10]=1. The catalyst class is: 1. (4) Reactant: [BH4-].[Na+].[Cl:3][C:4]1[N:9]=[CH:8][C:7]([C:10](=[O:12])[CH3:11])=[CH:6][CH:5]=1.C([O-])(O)=O.[Na+]. Product: [Cl:3][C:4]1[N:9]=[CH:8][C:7]([CH:10]([OH:12])[CH3:11])=[CH:6][CH:5]=1. The catalyst class is: 5. (5) Reactant: [C:1]1([CH2:7][CH2:8][N:9]2[C:14](=[O:15])[CH:13]=[C:12]([CH2:16][N:17]3[CH2:22][CH2:21][CH2:20][CH2:19][CH2:18]3)[N:11]=[C:10]2[C:23]2[CH:28]=[CH:27][CH:26]=[CH:25][C:24]=2[O:29]CC2C=CC=CC=2)[CH:6]=[CH:5][CH:4]=[CH:3][CH:2]=1. Product: [OH:29][C:24]1[CH:25]=[CH:26][CH:27]=[CH:28][C:23]=1[C:10]1[N:9]([CH2:8][CH2:7][C:1]2[CH:2]=[CH:3][CH:4]=[CH:5][CH:6]=2)[C:14](=[O:15])[CH:13]=[C:12]([CH2:16][N:17]2[CH2:18][CH2:19][CH2:20][CH2:21][CH2:22]2)[N:11]=1. The catalyst class is: 63. (6) Reactant: [F:1][C:2]([F:10])([F:9])[CH2:3][O:4][CH2:5][C:6]([OH:8])=O.C(N1C=CN=C1)(N1C=CN=C1)=O.O/[N:24]=[C:25](\[NH2:36])/[C:26]1[CH:31]=[CH:30][C:29]([CH3:32])=[C:28]([N+:33]([O-:35])=[O:34])[CH:27]=1. Product: [CH3:32][C:29]1[CH:30]=[CH:31][C:26]([C:25]2[N:24]=[C:6]([CH2:5][O:4][CH2:3][C:2]([F:1])([F:10])[F:9])[O:8][N:36]=2)=[CH:27][C:28]=1[N+:33]([O-:35])=[O:34]. The catalyst class is: 37. (7) Reactant: [F:1][C:2]([F:25])([C:18]1[CH:23]=[CH:22][C:21]([CH3:24])=[CH:20][CH:19]=1)[CH2:3][N:4]1[CH2:9][CH2:8][CH:7]([NH:10]C(=O)OC(C)(C)C)[CH2:6][CH2:5]1.C(O)(C(F)(F)F)=O. Product: [F:25][C:2]([F:1])([C:18]1[CH:19]=[CH:20][C:21]([CH3:24])=[CH:22][CH:23]=1)[CH2:3][N:4]1[CH2:5][CH2:6][CH:7]([NH2:10])[CH2:8][CH2:9]1. The catalyst class is: 2. (8) Reactant: CC1C=CC(S(O)(=O)=O)=CC=1.[C:12]1([C:18]2([C:24]([OH:26])=O)[CH2:23][CH2:22][NH:21][CH2:20][CH2:19]2)[CH:17]=[CH:16][CH:15]=[CH:14][CH:13]=1.O1CCCC1.B.[C:33](=O)([O:39]C(C)(C)C)[O:34][C:35]([CH3:38])([CH3:37])[CH3:36].[OH-].[Na+]. Product: [OH:26][CH2:24][C:18]1([C:12]2[CH:13]=[CH:14][CH:15]=[CH:16][CH:17]=2)[CH2:19][CH2:20][N:21]([C:33]([O:34][C:35]([CH3:38])([CH3:37])[CH3:36])=[O:39])[CH2:22][CH2:23]1. The catalyst class is: 54.